Dataset: Forward reaction prediction with 1.9M reactions from USPTO patents (1976-2016). Task: Predict the product of the given reaction. Given the reactants [C:1]([O:5][C:6](=[O:21])[NH:7][CH:8]1[CH2:13][CH2:12][N:11]([C:14]2[CH:19]=[N:18][CH:17]=[C:16](Cl)[N:15]=2)[CH2:10][CH2:9]1)([CH3:4])([CH3:3])[CH3:2].[C:22]([C:24]1[CH:29]=[CH:28][C:27](B(O)O)=[CH:26][C:25]=1[F:33])#[N:23].C1C=CC(P(C2C=CC=CC=2)C2C=CC=CC=2)=CC=1.[O-]P([O-])([O-])=O.[K+].[K+].[K+], predict the reaction product. The product is: [C:22]([C:24]1[CH:29]=[CH:28][C:27]([C:16]2[N:15]=[C:14]([N:11]3[CH2:12][CH2:13][CH:8]([NH:7][C:6](=[O:21])[O:5][C:1]([CH3:4])([CH3:3])[CH3:2])[CH2:9][CH2:10]3)[CH:19]=[N:18][CH:17]=2)=[CH:26][C:25]=1[F:33])#[N:23].